Task: Predict the product of the given reaction.. Dataset: Forward reaction prediction with 1.9M reactions from USPTO patents (1976-2016) (1) Given the reactants [F:1][C:2]1[CH:34]=[CH:33][C:5]([CH2:6][N:7]2[C:16](=[O:17])[C:15]([C:18]3[NH:23][C:22]4[CH:24]=[CH:25][C:26](I)=[CH:27][C:21]=4[S:20](=[O:30])(=[O:29])[N:19]=3)=[C:14]([OH:31])[C@H:13]3[C@@H:8]2[C@H:9]2[CH2:32][C@@H:12]3[CH2:11][CH2:10]2)=[CH:4][CH:3]=1.[Cu][C:36]#[N:37].CN(C)C=O, predict the reaction product. The product is: [F:1][C:2]1[CH:34]=[CH:33][C:5]([CH2:6][N:7]2[C:16](=[O:17])[C:15]([C:18]3[NH:23][C:22]4[CH:24]=[CH:25][C:26]([C:36]#[N:37])=[CH:27][C:21]=4[S:20](=[O:30])(=[O:29])[N:19]=3)=[C:14]([OH:31])[C@H:13]3[C@@H:8]2[C@H:9]2[CH2:32][C@@H:12]3[CH2:11][CH2:10]2)=[CH:4][CH:3]=1. (2) Given the reactants [C:1]1([NH:7][C:8](=O)[CH:9]=[CH:10][S:11][C:12]2[CH:17]=[CH:16][CH:15]=[CH:14][CH:13]=2)[CH:6]=[CH:5][CH:4]=[CH:3][CH:2]=1.S(Cl)([Cl:21])=O, predict the reaction product. The product is: [C:1]1([N:7]=[C:8]([Cl:21])[CH:9]=[CH:10][S:11][C:12]2[CH:17]=[CH:16][CH:15]=[CH:14][CH:13]=2)[CH:6]=[CH:5][CH:4]=[CH:3][CH:2]=1. (3) Given the reactants [CH3:1][C:2]1[C:6]([CH3:7])=[C:5]([NH:8][C:9](=[O:16])OCC(Cl)(Cl)Cl)[O:4][N:3]=1.[F:17][C:18]1[C:23]([F:24])=[CH:22][CH:21]=[CH:20][C:19]=1[C:25]1[N:30]=[C:29]([N:31]2[CH2:36][CH2:35][NH:34][CH2:33][CH2:32]2)[CH:28]=[CH:27][CH:26]=1, predict the reaction product. The product is: [F:17][C:18]1[C:23]([F:24])=[CH:22][CH:21]=[CH:20][C:19]=1[C:25]1[N:30]=[C:29]([N:31]2[CH2:32][CH2:33][N:34]([C:9]([NH:8][C:5]3[O:4][N:3]=[C:2]([CH3:1])[C:6]=3[CH3:7])=[O:16])[CH2:35][CH2:36]2)[CH:28]=[CH:27][CH:26]=1. (4) Given the reactants C1(C)C=CC(S(O[CH:11]2[CH2:16][CH2:15][N:14]([C:17]3[C:22]([F:23])=[CH:21][C:20]([N:24]4[CH2:28][C@H:27]([CH2:29][NH:30][C:31](=[O:33])[CH3:32])[O:26][C:25]4=[O:34])=[CH:19][C:18]=3[F:35])[CH2:13][CH2:12]2)(=O)=O)=CC=1.[NH:37]1[C:41]([C:42]2[CH:47]=[CH:46][N:45]=[CH:44][CH:43]=2)=[N:40][N:39]=[N:38]1.C([O-])([O-])=O.[K+].[K+], predict the reaction product. The product is: [N:45]1[CH:46]=[CH:47][C:42]([C:41]2[N:40]([CH:11]3[CH2:12][CH2:13][N:14]([C:17]4[C:18]([F:35])=[CH:19][C:20]([N:24]5[CH2:28][C@H:27]([CH2:29][NH:30][C:31](=[O:33])[CH3:32])[O:26][C:25]5=[O:34])=[CH:21][C:22]=4[F:23])[CH2:15][CH2:16]3)[N:39]=[N:38][N:37]=2)=[CH:43][CH:44]=1. (5) Given the reactants C(OC(N1CCC(C2S[C:16]([C:22]3[CH:27]=[CH:26][C:25]([O:28][C:29]4[CH:34]=[CH:33][CH:32]=[CH:31][CH:30]=4)=[CH:24][CH:23]=3)=[C:17]([C:19]([OH:21])=[O:20])N=2)CC1)=O)(C)(C)C.[C:35]([N:38]1[CH2:43][CH2:42][N:41](C(OC(C)(C)C)=O)[CH2:40][CH2:39]1)(=[S:37])[NH2:36].[CH2:51](O)[CH3:52], predict the reaction product. The product is: [O:28]([C:25]1[CH:24]=[CH:23][C:22]([C:16]2[N:36]=[C:35]([N:38]3[CH2:39][CH2:40][NH:41][CH2:42][CH2:43]3)[S:37][C:17]=2[C:19]([O:21][CH2:51][CH3:52])=[O:20])=[CH:27][CH:26]=1)[C:29]1[CH:30]=[CH:31][CH:32]=[CH:33][CH:34]=1. (6) The product is: [CH3:1][O:2][C:3](=[O:19])/[C:4](/[C:10]1[CH:15]=[C:14]([I:20])[C:13]([OH:16])=[C:12]([CH:17]=[O:18])[CH:11]=1)=[CH:5]/[C:6]([O:8][CH3:9])=[O:7]. Given the reactants [CH3:1][O:2][C:3](=[O:19])/[C:4](/[C:10]1[CH:15]=[CH:14][C:13]([OH:16])=[C:12]([CH:17]=[O:18])[CH:11]=1)=[CH:5]/[C:6]([O:8][CH3:9])=[O:7].[I:20]N1C(=O)CCC1=O, predict the reaction product. (7) Given the reactants [C:1](Cl)(Cl)=[O:2].[CH2:5]([NH2:15])[C:6]1[CH:14]=[CH:13][C:12]2[O:11][CH2:10][O:9][C:8]=2[CH:7]=1.CCN(C(C)C)C(C)C.Cl.[NH2:26][C:27]1[S:28][CH:29]=[C:30]([CH2:32][Cl:33])[N:31]=1, predict the reaction product. The product is: [O:11]1[C:12]2[CH:13]=[CH:14][C:6]([CH2:5][NH:15][C:1]([NH:26][C:27]3[S:28][CH:29]=[C:30]([CH2:32][Cl:33])[N:31]=3)=[O:2])=[CH:7][C:8]=2[O:9][CH2:10]1. (8) Given the reactants C(OC([N:8]1[CH2:13][CH2:12][C:11]2[N:14]([CH3:60])[C:15]([C:17]3[C:22]([C:23]#[C:24][C:25]4[CH:30]=[CH:29][CH:28]=[C:27]([CH2:31][C:32](=[O:54])[NH:33][C:34]5[CH:39]=[CH:38][C:37]([CH2:40][N:41]6[CH2:46][CH2:45][N:44]([CH:47]([CH3:49])[CH3:48])[CH2:43][CH2:42]6)=[C:36]([C:50]([F:53])([F:52])[F:51])[CH:35]=5)[CH:26]=4)=[CH:21][N:20]=[C:19]([N:55](C(=O)C)[CH3:56])[N:18]=3)=[CH:16][C:10]=2[C:9]1=[O:61])=O)(C)(C)C.O1CCOCC1.C([O-])([O-])=O.[K+].[K+], predict the reaction product. The product is: [CH:47]([N:44]1[CH2:45][CH2:46][N:41]([CH2:40][C:37]2[CH:38]=[CH:39][C:34]([NH:33][C:32](=[O:54])[CH2:31][C:27]3[CH:28]=[CH:29][CH:30]=[C:25]([C:24]#[C:23][C:22]4[C:17]([C:15]5[N:14]([CH3:60])[C:11]6[CH2:12][CH2:13][NH:8][C:9](=[O:61])[C:10]=6[CH:16]=5)=[N:18][C:19]([NH:55][CH3:56])=[N:20][CH:21]=4)[CH:26]=3)=[CH:35][C:36]=2[C:50]([F:52])([F:53])[F:51])[CH2:42][CH2:43]1)([CH3:49])[CH3:48]. (9) Given the reactants [NH:1]1[C:9]2[C:4](=[CH:5][C:6]([CH:10]([C:17]3[CH:22]=[CH:21][CH:20]=[CH:19][CH:18]=3)[C:11]([CH3:16])([CH3:15])[C:12]([OH:14])=O)=[CH:7][CH:8]=2)[CH:3]=[CH:2]1.[NH2:23][C:24]1[S:25][CH:26]=[CH:27][N:28]=1.C(N(C(C)C)CC)(C)C.CN(C(ON1N=NC2C=CC=NC1=2)=[N+](C)C)C.F[P-](F)(F)(F)(F)F, predict the reaction product. The product is: [NH:1]1[C:9]2[C:4](=[CH:5][C:6]([CH:10]([C:17]3[CH:18]=[CH:19][CH:20]=[CH:21][CH:22]=3)[C:11]([CH3:15])([CH3:16])[C:12]([NH:23][C:24]3[S:25][CH:26]=[CH:27][N:28]=3)=[O:14])=[CH:7][CH:8]=2)[CH:3]=[CH:2]1. (10) Given the reactants [CH3:1][C:2]1[CH:7]=[C:6]([C:8]2[CH:13]=[CH:12][C:11]([NH2:14])=[CH:10][CH:9]=2)[CH:5]=[CH:4][N:3]=1.Cl.CN(C)CCCN=C=NCC.ON1C2C=CC=CC=2N=N1.C(N(CC)CC)C.Cl.[F:45][C:46]1[N:51]=[C:50]([CH:52]([CH3:56])[C:53](O)=[O:54])[CH:49]=[CH:48][CH:47]=1, predict the reaction product. The product is: [F:45][C:46]1[N:51]=[C:50]([CH:52]([CH3:56])[C:53]([NH:14][C:11]2[CH:12]=[CH:13][C:8]([C:6]3[CH:5]=[CH:4][N:3]=[C:2]([CH3:1])[CH:7]=3)=[CH:9][CH:10]=2)=[O:54])[CH:49]=[CH:48][CH:47]=1.